This data is from CYP2D6 inhibition data for predicting drug metabolism from PubChem BioAssay. The task is: Regression/Classification. Given a drug SMILES string, predict its absorption, distribution, metabolism, or excretion properties. Task type varies by dataset: regression for continuous measurements (e.g., permeability, clearance, half-life) or binary classification for categorical outcomes (e.g., BBB penetration, CYP inhibition). Dataset: cyp2d6_veith. The molecule is CCOc1ccc(N(CCC#N)S(=O)(=O)c2ccc(OC)cc2)cc1. The result is 0 (non-inhibitor).